Dataset: Full USPTO retrosynthesis dataset with 1.9M reactions from patents (1976-2016). Task: Predict the reactants needed to synthesize the given product. (1) Given the product [O:21]1[CH2:22][CH2:23][N:18]([C:2]2[N:10]=[C:9]3[C:5]([N:6]=[CH:7][N:8]3[CH:11]3[CH2:16][CH2:15][CH2:14][CH2:13][O:12]3)=[C:4]([NH2:17])[N:3]=2)[CH2:19][CH2:20]1, predict the reactants needed to synthesize it. The reactants are: Cl[C:2]1[N:10]=[C:9]2[C:5]([N:6]=[CH:7][N:8]2[CH:11]2[CH2:16][CH2:15][CH2:14][CH2:13][O:12]2)=[C:4]([NH2:17])[N:3]=1.[NH:18]1[CH2:23][CH2:22][O:21][CH2:20][CH2:19]1.CCN(C(C)C)C(C)C. (2) Given the product [OH:12][CH2:11][C@@H:3]1[CH2:4][C:5]2[C:10](=[CH:9][CH:8]=[CH:7][CH:6]=2)[CH2:1][N:2]1[C:14]([O:16][CH2:17][C:18]1[CH:23]=[CH:22][CH:21]=[CH:20][CH:19]=1)=[O:15], predict the reactants needed to synthesize it. The reactants are: [CH2:1]1[C:10]2[C:5](=[CH:6][CH:7]=[CH:8][CH:9]=2)[CH2:4][C@@H:3]([CH2:11][OH:12])[NH:2]1.Cl[C:14]([O:16][CH2:17][C:18]1[CH:23]=[CH:22][CH:21]=[CH:20][CH:19]=1)=[O:15].C(N(CC)CC)C.